Dataset: Peptide-MHC class I binding affinity with 185,985 pairs from IEDB/IMGT. Task: Regression. Given a peptide amino acid sequence and an MHC pseudo amino acid sequence, predict their binding affinity value. This is MHC class I binding data. (1) The peptide sequence is RVRGLYFPA. The MHC is HLA-A03:01 with pseudo-sequence HLA-A03:01. The binding affinity (normalized) is 0. (2) The peptide sequence is TSISGVLWTV. The MHC is HLA-A02:03 with pseudo-sequence HLA-A02:03. The binding affinity (normalized) is 0.695. (3) The peptide sequence is RLVDAMVYT. The MHC is HLA-A02:02 with pseudo-sequence HLA-A02:02. The binding affinity (normalized) is 0.710. (4) The peptide sequence is YLINKHWQR. The MHC is HLA-A31:01 with pseudo-sequence HLA-A31:01. The binding affinity (normalized) is 0.863. (5) The peptide sequence is ITMVNSLTY. The MHC is HLA-A32:01 with pseudo-sequence HLA-A32:01. The binding affinity (normalized) is 0.578. (6) The peptide sequence is TPNYMKLLV. The MHC is HLA-B35:01 with pseudo-sequence HLA-B35:01. The binding affinity (normalized) is 0.803. (7) The peptide sequence is MPASWVMRI. The MHC is HLA-A31:01 with pseudo-sequence HLA-A31:01. The binding affinity (normalized) is 0.0236. (8) The peptide sequence is GNSSWPWQI. The MHC is HLA-A03:01 with pseudo-sequence HLA-A03:01. The binding affinity (normalized) is 0.265.